From a dataset of Reaction yield outcomes from USPTO patents with 853,638 reactions. Predict the reaction yield, written as a fraction of the theoretical maximum amount of product (1.0 means a 100% yield; for example, 0.34 means a 34% yield). (1) The reactants are [CH3:1][O:2][C:3]1[N:8]=[C:7]([N:9]2[CH:13]=[C:12]([CH3:14])[N:11]=[C:10]2[CH2:15][CH2:16][C:17]([F:20])([F:19])[F:18])[C:6]([NH2:21])=[CH:5][CH:4]=1.N[C:23](N)=[O:24].C(O)(=O)C. The catalyst is O. The product is [CH3:1][O:2][C:3]1[CH:4]=[CH:5][C:6]2[NH:21][C:23](=[O:24])[C:13]3[N:9]([C:10]([CH2:15][CH2:16][C:17]([F:18])([F:19])[F:20])=[N:11][C:12]=3[CH3:14])[C:7]=2[N:8]=1. The yield is 0.920. (2) The reactants are [CH2:1]([S:8][C:9]1[CH:10]=[C:11]2[C:16](=[CH:17][CH:18]=1)[N:15]([C:19]1[C:24]([O:25][CH3:26])=[CH:23][C:22]([C:27]3[CH:32]=[CH:31][C:30]([Cl:33])=[C:29]([CH3:34])[CH:28]=3)=[C:21]([F:35])[CH:20]=1)[C:14](=[O:36])[CH2:13][NH:12]2)[C:2]1[CH:7]=[CH:6][CH:5]=[CH:4][CH:3]=1. The catalyst is CN(C=O)C.[O-2].[O-2].[Mn+4]. The product is [CH2:1]([S:8][C:9]1[CH:10]=[C:11]2[C:16](=[CH:17][CH:18]=1)[N:15]([C:19]1[C:24]([O:25][CH3:26])=[CH:23][C:22]([C:27]3[CH:32]=[CH:31][C:30]([Cl:33])=[C:29]([CH3:34])[CH:28]=3)=[C:21]([F:35])[CH:20]=1)[C:14](=[O:36])[CH:13]=[N:12]2)[C:2]1[CH:7]=[CH:6][CH:5]=[CH:4][CH:3]=1. The yield is 0.630. (3) The reactants are CS(O[CH2:6][C:7]1[CH:12]=[CH:11][C:10]([NH:13][C:14]([O:16][C:17]([CH3:20])([CH3:19])[CH3:18])=[O:15])=[CH:9][N:8]=1)(=O)=O.[NH:21]1[CH2:26][CH2:25][O:24][CH2:23][CH2:22]1.C([O-])([O-])=O.[K+].[K+]. The catalyst is O. The product is [O:24]1[CH2:25][CH2:26][N:21]([CH2:6][C:7]2[N:8]=[CH:9][C:10]([NH:13][C:14](=[O:15])[O:16][C:17]([CH3:20])([CH3:19])[CH3:18])=[CH:11][CH:12]=2)[CH2:22][CH2:23]1. The yield is 0.710. (4) The reactants are Cl.[NH2:2][C:3]1[C:4]([OH:19])=[C:5]([C:10]2[CH:15]=[CH:14][CH:13]=[C:12]([C:16]([OH:18])=[O:17])[CH:11]=2)[CH:6]=[C:7]([F:9])[CH:8]=1.[N:20]([O-])=O.[Na+].[O:24]1[C:28]2[CH:29]=[CH:30][C:31]([N:33]3[C:37](=[O:38])[CH2:36][C:35]([CH3:39])=[N:34]3)=[CH:32][C:27]=2[CH2:26][CH2:25]1.C(=O)(O)[O-].[Na+]. The catalyst is Cl. The product is [O:24]1[C:28]2[CH:29]=[CH:30][C:31]([N:33]3[C:37](=[O:38])[C:36](=[N:20][NH:2][C:3]4[C:4]([OH:19])=[C:5]([C:10]5[CH:15]=[CH:14][CH:13]=[C:12]([C:16]([OH:18])=[O:17])[CH:11]=5)[CH:6]=[C:7]([F:9])[CH:8]=4)[C:35]([CH3:39])=[N:34]3)=[CH:32][C:27]=2[CH2:26][CH2:25]1. The yield is 0.200. (5) The reactants are [C:1]([C:5]1[C:6]2[CH:7]=[C:8]([CH3:29])[C:9]([NH:17][C:18]3[CH:28]=[CH:27][C:21]([C:22]([O:24][CH2:25][CH3:26])=[O:23])=[CH:20][CH:19]=3)=[CH:10][C:11]=2[C:12]([CH3:16])([CH3:15])[CH2:13][CH:14]=1)([CH3:4])([CH3:3])[CH3:2].[CH:30](=O)[CH3:31]. No catalyst specified. The product is [CH2:30]([N:17]([C:9]1[C:8]([CH3:29])=[CH:7][C:6]2[C:5]([C:1]([CH3:2])([CH3:3])[CH3:4])=[CH:14][CH2:13][C:12]([CH3:15])([CH3:16])[C:11]=2[CH:10]=1)[C:18]1[CH:19]=[CH:20][C:21]([C:22]([O:24][CH2:25][CH3:26])=[O:23])=[CH:27][CH:28]=1)[CH3:31]. The yield is 0.620. (6) The reactants are C([O:3][C:4](=[O:31])[C:5]([O:8][C:9]1[CH:14]=[CH:13][C:12]([CH2:15][CH2:16][CH2:17][C:18]2[NH:22][C:21](=[O:23])[N:20]([CH2:24][C:25]3[CH:30]=[CH:29][CH:28]=[CH:27][CH:26]=3)[N:19]=2)=[CH:11][CH:10]=1)([CH3:7])[CH3:6])C.[OH-].[Na+]. The catalyst is C(O)C. The product is [C:25]1([CH2:24][N:20]2[C:21](=[O:23])[NH:22][C:18]([CH2:17][CH2:16][CH2:15][C:12]3[CH:11]=[CH:10][C:9]([O:8][C:5]([CH3:7])([CH3:6])[C:4]([OH:31])=[O:3])=[CH:14][CH:13]=3)=[N:19]2)[CH:26]=[CH:27][CH:28]=[CH:29][CH:30]=1. The yield is 0.845. (7) The reactants are [CH3:1][O:2][C:3]([C:5]1[N:6]=[CH:7][NH:8][CH:9]=1)=[O:4].I[C:11]1[CH:16]=[CH:15][CH:14]=[CH:13][CH:12]=1.N1C2C(=CC=C3C=2N=CC=C3)C=CC=1.C(=O)([O-])[O-].[Cs+].[Cs+]. The catalyst is CS(C)=O. The product is [CH3:1][O:2][C:3]([C:5]1[N:6]=[CH:7][N:8]([C:11]2[CH:16]=[CH:15][CH:14]=[CH:13][CH:12]=2)[CH:9]=1)=[O:4]. The yield is 0.550. (8) The reactants are [Br:1][C:2]1[CH:7]=[CH:6][CH:5]=[C:4]([CH2:8][CH2:9][CH:10]([F:13])[CH2:11]I)[CH:3]=1.C1CCN2C(=NCCC2)CC1.CCOC(C)=O. The catalyst is C(Cl)Cl. The product is [Br:1][C:2]1[CH:7]=[CH:6][CH:5]=[C:4]([CH2:8][CH2:9][C:10]([F:13])=[CH2:11])[CH:3]=1. The yield is 0.800. (9) The reactants are [F:1][C:2]1[C:3]([N+:16]([O-])=O)=[CH:4][C:5]([N+:13]([O-])=O)=[C:6]([CH:8]=[CH:9]N(C)C)[CH:7]=1. The catalyst is CCO.[Ni]. The product is [F:1][C:2]1[CH:7]=[C:6]2[C:5](=[CH:4][C:3]=1[NH2:16])[NH:13][CH:9]=[CH:8]2. The yield is 0.160. (10) The reactants are [F:1][C:2]([F:9])([F:8])[CH2:3][CH2:4][C:5](O)=[O:6].F[B-](F)(F)F.N1(OC(N(C)C)=[N+](C)C)C2C=CC=CC=2N=N1.C(N(CC)C(C)C)(C)C.[Cl:41][C:42]1[CH:43]=[C:44]([CH:49]2[CH:53]([NH:54][CH3:55])[CH2:52][N:51]([C:56]([CH:58]3[CH2:63][CH2:62][N:61]([C:64]([C:66]4([CH3:69])[CH2:68][CH2:67]4)=[O:65])[CH2:60][CH2:59]3)=[O:57])[CH2:50]2)[CH:45]=[CH:46][C:47]=1[Cl:48]. The catalyst is CN1C(=O)CCC1.C(OCC)(=O)C. The product is [Cl:41][C:42]1[CH:43]=[C:44]([CH:49]2[CH2:50][N:51]([C:56]([CH:58]3[CH2:59][CH2:60][N:61]([C:64]([C:66]4([CH3:69])[CH2:67][CH2:68]4)=[O:65])[CH2:62][CH2:63]3)=[O:57])[CH2:52][CH:53]2[N:54]([CH3:55])[C:5](=[O:6])[CH2:4][CH2:3][C:2]([F:9])([F:8])[F:1])[CH:45]=[CH:46][C:47]=1[Cl:48]. The yield is 0.770.